From a dataset of Full USPTO retrosynthesis dataset with 1.9M reactions from patents (1976-2016). Predict the reactants needed to synthesize the given product. (1) Given the product [Cl:32][C:30]1[C:29]([O:33][CH3:34])=[CH:28][C:27]([O:35][CH3:36])=[C:26]([NH:25][C:23]([CH2:22][N:13]2[C:14]3[C:19](=[CH:18][CH:17]=[CH:16][CH:15]=3)[C:20](=[O:21])[N:11]([CH2:10][CH2:9][NH:8][C:42]([CH:38]3[CH2:41][CH2:40][CH2:39]3)=[O:43])[C:12]2=[O:37])=[O:24])[CH:31]=1, predict the reactants needed to synthesize it. The reactants are: FC(F)(F)C(O)=O.[NH2:8][CH2:9][CH2:10][N:11]1[C:20](=[O:21])[C:19]2[C:14](=[CH:15][CH:16]=[CH:17][CH:18]=2)[N:13]([CH2:22][C:23]([NH:25][C:26]2[CH:31]=[C:30]([Cl:32])[C:29]([O:33][CH3:34])=[CH:28][C:27]=2[O:35][CH3:36])=[O:24])[C:12]1=[O:37].[CH:38]1([C:42](Cl)=[O:43])[CH2:41][CH2:40][CH2:39]1.O.CCOC(C)=O. (2) Given the product [Cl:1][C:2]1[CH:21]=[CH:20][C:5]([CH2:6][N:7]2[C:12](=[O:24])[NH:11][C:10](=[O:15])[N:9]([CH:16]([CH3:18])[CH3:17])[C:8]2=[O:19])=[CH:4][CH:3]=1, predict the reactants needed to synthesize it. The reactants are: [Cl:1][C:2]1[CH:21]=[CH:20][C:5]([CH2:6][N:7]2[C:12](SC)=[N:11][C:10](=[O:15])[N:9]([CH:16]([CH3:18])[CH3:17])[C:8]2=[O:19])=[CH:4][CH:3]=1.C(O)(=[O:24])C.OO. (3) Given the product [Cl:1][C:2]1[CH:7]=[CH:6][C:5]([S:8]([CH2:9][CH2:10][C:11]([OH:13])=[O:12])=[O:34])=[C:4]([NH:14][S:15]([C:18]2[CH:23]=[CH:22][C:21]([Cl:24])=[CH:20][C:19]=2[F:25])(=[O:17])=[O:16])[CH:3]=1, predict the reactants needed to synthesize it. The reactants are: [Cl:1][C:2]1[CH:7]=[CH:6][C:5]([S:8][CH2:9][CH2:10][C:11]([OH:13])=[O:12])=[C:4]([NH:14][S:15]([C:18]2[CH:23]=[CH:22][C:21]([Cl:24])=[CH:20][C:19]=2[F:25])(=[O:17])=[O:16])[CH:3]=1.C1C=C(Cl)C=C(C(OO)=[O:34])C=1. (4) Given the product [CH:28]1([NH:27][C:25](=[O:26])[C:24]2[CH:31]=[CH:32][C:33]([CH3:34])=[C:22]([N:18]3[CH:19]=[CH:20][N:21]=[C:16]([NH:15][C:11]4([C:6]5[CH:7]=[CH:8][CH:9]=[CH:10][C:5]=5[O:4][CH2:3][CH2:2][NH:39][CH:36]([CH3:38])[CH3:37])[CH2:14][CH2:13][CH2:12]4)[C:17]3=[O:35])[CH:23]=2)[CH2:30][CH2:29]1, predict the reactants needed to synthesize it. The reactants are: Cl[CH2:2][CH2:3][O:4][C:5]1[CH:10]=[CH:9][CH:8]=[CH:7][C:6]=1[C:11]1([NH:15][C:16]2[C:17](=[O:35])[N:18]([C:22]3[CH:23]=[C:24]([CH:31]=[CH:32][C:33]=3[CH3:34])[C:25]([NH:27][CH:28]3[CH2:30][CH2:29]3)=[O:26])[CH:19]=[CH:20][N:21]=2)[CH2:14][CH2:13][CH2:12]1.[CH:36]([NH2:39])([CH3:38])[CH3:37].